This data is from Full USPTO retrosynthesis dataset with 1.9M reactions from patents (1976-2016). The task is: Predict the reactants needed to synthesize the given product. (1) Given the product [C:27]([C:31]1[CH:32]=[CH:33][C:34]([C:35]([NH:1][C:2]2[CH:18]=[CH:17][C:16]([O:19][Si:20]([C:23]([CH3:26])([CH3:25])[CH3:24])([CH3:22])[CH3:21])=[CH:15][C:3]=2[C:4]([NH:6][C:7]2[CH:8]=[CH:9][C:10]([O:13][CH3:14])=[CH:11][CH:12]=2)=[O:5])=[O:36])=[CH:38][CH:39]=1)([CH3:30])([CH3:28])[CH3:29], predict the reactants needed to synthesize it. The reactants are: [NH2:1][C:2]1[CH:18]=[CH:17][C:16]([O:19][Si:20]([C:23]([CH3:26])([CH3:25])[CH3:24])([CH3:22])[CH3:21])=[CH:15][C:3]=1[C:4]([NH:6][C:7]1[CH:12]=[CH:11][C:10]([O:13][CH3:14])=[CH:9][CH:8]=1)=[O:5].[C:27]([C:31]1[CH:39]=[CH:38][C:34]([C:35](Cl)=[O:36])=[CH:33][CH:32]=1)([CH3:30])([CH3:29])[CH3:28]. (2) Given the product [CH2:28]([N:13]1[C:7]2[CH:6]=[C:5]([O:22][CH3:23])[C:4]([O:3][CH3:26])=[CH:21][C:8]=2[C:9]([C:15]2[CH:20]=[CH:19][CH:18]=[CH:17][CH:16]=2)=[N:10][CH2:11][C:12]1=[S:14])[CH3:29], predict the reactants needed to synthesize it. The reactants are: C([O:3][C:4]1[C:5]([O:22][CH2:23]C)=[CH:6][C:7]2[NH:13][C:12](=[S:14])[CH2:11][N:10]=[C:9]([C:15]3[CH:20]=[CH:19][CH:18]=[CH:17][CH:16]=3)[C:8]=2[CH:21]=1)C.I[CH3:26].I[CH2:28][CH3:29]. (3) Given the product [OH:37][CH2:36][CH2:35][NH:34][C:30]([C:26]1[CH:25]=[C:24]2[C:4]3([CH2:5][CH2:6][N:7]([C:10](=[O:23])/[CH:11]=[CH:12]/[C:13]4[CH:18]=[CH:17][CH:16]=[CH:15][C:14]=4[C:19]([F:22])([F:21])[F:20])[CH2:8][CH2:9]3)[C:3](=[O:33])[N:2]([CH3:1])[C:29]2=[CH:28][CH:27]=1)=[O:32], predict the reactants needed to synthesize it. The reactants are: [CH3:1][N:2]1[C:29]2[C:24](=[CH:25][C:26]([C:30]([OH:32])=O)=[CH:27][CH:28]=2)[C:4]2([CH2:9][CH2:8][N:7]([C:10](=[O:23])/[CH:11]=[CH:12]/[C:13]3[CH:18]=[CH:17][CH:16]=[CH:15][C:14]=3[C:19]([F:22])([F:21])[F:20])[CH2:6][CH2:5]2)[C:3]1=[O:33].[NH2:34][CH2:35][CH2:36][OH:37].C1C=CC2N(O)N=NC=2C=1.CCN=C=NCCCN(C)C.CCN(C(C)C)C(C)C.